This data is from Forward reaction prediction with 1.9M reactions from USPTO patents (1976-2016). The task is: Predict the product of the given reaction. (1) Given the reactants [C:1]([O:5][C:6]([N:8]1[CH:13]([C:14]([F:17])([F:16])[F:15])[CH2:12][N:11]2[N:18]=[C:19]([I:24])[C:20]([C:21](O)=[O:22])=[C:10]2[CH2:9]1)=[O:7])([CH3:4])([CH3:3])[CH3:2].[NH4+].[Cl-].C[N:28](C(ON1N=NC2C=CC=NC1=2)=[N+](C)C)C.F[P-](F)(F)(F)(F)F.CCN(C(C)C)C(C)C, predict the reaction product. The product is: [C:21]([C:20]1[C:19]([I:24])=[N:18][N:11]2[CH2:12][CH:13]([C:14]([F:17])([F:16])[F:15])[N:8]([C:6]([O:5][C:1]([CH3:3])([CH3:2])[CH3:4])=[O:7])[CH2:9][C:10]=12)(=[O:22])[NH2:28]. (2) Given the reactants FC(F)(F)S(O[C:7]1[C:8]([CH3:43])([CH3:42])[C@H:9]2[C@:22]([CH3:25])([CH2:23][CH:24]=1)[CH:21]1[C@:12]([CH3:41])([C@@:13]3([CH3:40])[C@H:18]([CH2:19][CH2:20]1)[C@H:17]1[C@H:26]([C:29]([CH3:31])=[CH2:30])[CH2:27][CH2:28][C@:16]1([C:32](=[O:39])[NH:33][CH2:34][CH2:35][N:36]([CH3:38])[CH3:37])[CH2:15][CH2:14]3)[CH2:11][CH2:10]2)(=O)=O.[CH3:46][O:47][C:48]([C:50]1[S:54][C:53](B(O)O)=[CH:52][CH:51]=1)=[O:49].C(=O)([O-])[O-].[Na+].[Na+], predict the reaction product. The product is: [CH3:38][N:36]([CH3:37])[CH2:35][CH2:34][NH:33][C:32]([C@:16]12[CH2:28][CH2:27][C@@H:26]([C:29]([CH3:31])=[CH2:30])[C@@H:17]1[C@@H:18]1[C@@:13]([CH3:40])([CH2:14][CH2:15]2)[C@@:12]2([CH3:41])[C@@H:21]([C@:22]3([CH3:25])[C@@H:9]([CH2:10][CH2:11]2)[C:8]([CH3:42])([CH3:43])[C:7]([C:53]2[S:54][C:50]([C:48]([O:47][CH3:46])=[O:49])=[CH:51][CH:52]=2)=[CH:24][CH2:23]3)[CH2:20][CH2:19]1)=[O:39]. (3) The product is: [CH:11]([C:19]1[N:20]=[C:21]([C:24]([NH:4][C:3]2[CH:5]=[CH:6][CH:7]=[CH:8][C:2]=2[C:1]([OH:10])=[O:9])=[O:25])[S:22][CH:23]=1)=[CH:12][C:13]1[CH:14]=[CH:15][CH:16]=[CH:17][CH:18]=1. Given the reactants [C:1]([OH:10])(=[O:9])[C:2]1[C:3](=[CH:5][CH:6]=[CH:7][CH:8]=1)[NH2:4].[CH:11]([C:19]1[N:20]=[C:21]([C:24](Cl)=[O:25])[S:22][CH:23]=1)=[CH:12][C:13]1[CH:18]=[CH:17][CH:16]=[CH:15][CH:14]=1, predict the reaction product. (4) Given the reactants [O:1]=[S:2]1(=[O:29])[CH2:7][CH2:6][N:5]([C:8]([C:10]2[NH:11][C:12]3[C:17]([CH:18]=2)=[CH:16][C:15]([O:19][CH:20]2[CH2:25][CH2:24][N:23]([CH:26]([CH3:28])[CH3:27])[CH2:22][CH2:21]2)=[CH:14][CH:13]=3)=[O:9])[CH2:4][CH2:3]1.[Cl:30][C:31]1[CH:36]=[C:35](B(O)O)[CH:34]=[CH:33][N:32]=1, predict the reaction product. The product is: [Cl:30][C:31]1[CH:36]=[C:35]([N:11]2[C:12]3[C:17](=[CH:16][C:15]([O:19][CH:20]4[CH2:25][CH2:24][N:23]([CH:26]([CH3:27])[CH3:28])[CH2:22][CH2:21]4)=[CH:14][CH:13]=3)[CH:18]=[C:10]2[C:8]([N:5]2[CH2:6][CH2:7][S:2](=[O:1])(=[O:29])[CH2:3][CH2:4]2)=[O:9])[CH:34]=[CH:33][N:32]=1. (5) Given the reactants Cl[C:2]1[C:7]([C:8]2[CH:13]=[CH:12][C:11]([S:14][CH3:15])=[CH:10][CH:9]=2)=[CH:6][C:5]([Cl:16])=[CH:4][N:3]=1.[CH3:17][C:18]1[CH:23]=[CH:22][C:21]([Sn](C)(C)C)=[CH:20][N:19]=1, predict the reaction product. The product is: [Cl:16][C:5]1[CH:6]=[C:7]([C:8]2[CH:13]=[CH:12][C:11]([S:14][CH3:15])=[CH:10][CH:9]=2)[C:2]([C:21]2[CH:20]=[N:19][C:18]([CH3:17])=[CH:23][CH:22]=2)=[N:3][CH:4]=1.